This data is from Reaction yield outcomes from USPTO patents with 853,638 reactions. The task is: Predict the reaction yield, written as a fraction of the theoretical maximum amount of product (1.0 means a 100% yield; for example, 0.34 means a 34% yield). (1) The reactants are [H-].[Na+].[NH:3]1[C:11]2[C:6](=[CH:7][CH:8]=[CH:9][CH:10]=2)[C:5]([C:12]([O:14][CH3:15])=[O:13])=[CH:4]1.[CH:16](I)([CH3:18])[CH3:17].O. The catalyst is CN(C=O)C. The product is [CH:16]([N:3]1[C:11]2[C:6](=[CH:7][CH:8]=[CH:9][CH:10]=2)[C:5]([C:12]([O:14][CH3:15])=[O:13])=[CH:4]1)([CH3:18])[CH3:17]. The yield is 0.780. (2) The catalyst is CN(C)C(=O)C.C(O)C.O.C1C=CC(/C=C/C(/C=C/C2C=CC=CC=2)=O)=CC=1.C1C=CC(/C=C/C(/C=C/C2C=CC=CC=2)=O)=CC=1.C1C=CC(/C=C/C(/C=C/C2C=CC=CC=2)=O)=CC=1.[Pd].[Pd].C(Cl)Cl. The product is [O:29]([C:17]1[CH:18]=[CH:19][C:20]([C:2]2[CH:3]=[C:4]3[C:9](=[CH:10][CH:11]=2)[N:8]=[CH:7][NH:6][C:5]3=[O:12])=[CH:21][CH:22]=1)[C:26]1[CH:36]=[CH:37][CH:32]=[CH:33][CH:34]=1. The yield is 0.410. The reactants are Br[C:2]1[CH:3]=[C:4]2[C:9](=[CH:10][CH:11]=1)[N:8]=[CH:7][NH:6][C:5]2=[O:12].C1(B(O)O)[C:22]2[C:17](=[CH:18][CH:19]=[CH:20][CH:21]=2)C=CC=1.[C:26](=[O:29])([O-])[O-].[K+].[K+].[C:32]1(P([C:32]2[CH:37]=[CH:36]C=[CH:34][CH:33]=2)[C:32]2[CH:37]=[CH:36]C=[CH:34][CH:33]=2)[CH:37]=[CH:36]C=[CH:34][CH:33]=1.C(=O)(O)[O-]. (3) The reactants are [CH:1]1([N:7]2[C:12]([OH:13])=[C:11]([C:14]([NH:16][CH2:17][C:18]([O:20]CC)=[O:19])=[O:15])[C:10](=[O:23])[NH:9][C:8]2=[O:24])[CH2:6][CH2:5][CH2:4][CH2:3][CH2:2]1.C(=O)([O-])[O-].[K+].[K+].[F:31][C:32]1[CH:33]=[C:34]([CH:37]=[CH:38][C:39]=1[F:40])[CH2:35]Br.Cl. The catalyst is CC(N(C)C)=O. The product is [CH:1]1([N:7]2[C:12]([OH:13])=[C:11]([C:14]([NH:16][CH2:17][C:18]([OH:20])=[O:19])=[O:15])[C:10](=[O:23])[N:9]([CH2:35][C:34]3[CH:37]=[CH:38][C:39]([F:40])=[C:32]([F:31])[CH:33]=3)[C:8]2=[O:24])[CH2:2][CH2:3][CH2:4][CH2:5][CH2:6]1. The yield is 0.320.